This data is from NCI-60 drug combinations with 297,098 pairs across 59 cell lines. The task is: Regression. Given two drug SMILES strings and cell line genomic features, predict the synergy score measuring deviation from expected non-interaction effect. (1) Cell line: UACC62. Drug 2: C1CN1P(=S)(N2CC2)N3CC3. Drug 1: CC12CCC3C(C1CCC2=O)CC(=C)C4=CC(=O)C=CC34C. Synergy scores: CSS=35.9, Synergy_ZIP=-4.92, Synergy_Bliss=-5.24, Synergy_Loewe=-8.12, Synergy_HSA=-3.03. (2) Cell line: HOP-62. Drug 1: CC1=C(C=C(C=C1)C(=O)NC2=CC(=CC(=C2)C(F)(F)F)N3C=C(N=C3)C)NC4=NC=CC(=N4)C5=CN=CC=C5. Drug 2: C#CCC(CC1=CN=C2C(=N1)C(=NC(=N2)N)N)C3=CC=C(C=C3)C(=O)NC(CCC(=O)O)C(=O)O. Synergy scores: CSS=21.3, Synergy_ZIP=-1.42, Synergy_Bliss=-1.87, Synergy_Loewe=-3.02, Synergy_HSA=2.63. (3) Drug 1: CCC1=CC2CC(C3=C(CN(C2)C1)C4=CC=CC=C4N3)(C5=C(C=C6C(=C5)C78CCN9C7C(C=CC9)(C(C(C8N6C)(C(=O)OC)O)OC(=O)C)CC)OC)C(=O)OC.C(C(C(=O)O)O)(C(=O)O)O. Drug 2: CC1C(C(=O)NC(C(=O)N2CCCC2C(=O)N(CC(=O)N(C(C(=O)O1)C(C)C)C)C)C(C)C)NC(=O)C3=C4C(=C(C=C3)C)OC5=C(C(=O)C(=C(C5=N4)C(=O)NC6C(OC(=O)C(N(C(=O)CN(C(=O)C7CCCN7C(=O)C(NC6=O)C(C)C)C)C)C(C)C)C)N)C. Cell line: RPMI-8226. Synergy scores: CSS=44.2, Synergy_ZIP=18.2, Synergy_Bliss=15.3, Synergy_Loewe=13.4, Synergy_HSA=14.5. (4) Drug 1: CC(C)(C#N)C1=CC(=CC(=C1)CN2C=NC=N2)C(C)(C)C#N. Cell line: IGROV1. Drug 2: CCN(CC)CCCC(C)NC1=C2C=C(C=CC2=NC3=C1C=CC(=C3)Cl)OC. Synergy scores: CSS=1.42, Synergy_ZIP=0.300, Synergy_Bliss=2.71, Synergy_Loewe=-1.02, Synergy_HSA=-0.222.